Dataset: Full USPTO retrosynthesis dataset with 1.9M reactions from patents (1976-2016). Task: Predict the reactants needed to synthesize the given product. (1) Given the product [CH2:1]([O:3][C:4](=[O:12])[CH2:5][N:6]1[CH:10]=[CH:9][C:8]([NH:11][C:18](=[O:19])[C:17]2[CH:21]=[CH:22][C:14]([Cl:13])=[CH:15][CH:16]=2)=[N:7]1)[CH3:2], predict the reactants needed to synthesize it. The reactants are: [CH2:1]([O:3][C:4](=[O:12])[CH2:5][N:6]1[CH:10]=[CH:9][C:8]([NH2:11])=[N:7]1)[CH3:2].[Cl:13][C:14]1[CH:22]=[CH:21][C:17]([C:18](O)=[O:19])=[CH:16][CH:15]=1. (2) Given the product [NH2:1][C:2]1[CH:11]=[C:10]([N:12]2[CH2:17][CH2:16][N:15]([C:18]([NH:20][CH2:21][C:22]([N:27]([CH3:28])[CH3:26])=[O:24])=[O:19])[CH2:14][CH2:13]2)[C:9]2[C:4](=[CH:5][C:6]([Cl:25])=[CH:7][CH:8]=2)[N:3]=1, predict the reactants needed to synthesize it. The reactants are: [NH2:1][C:2]1[CH:11]=[C:10]([N:12]2[CH2:17][CH2:16][N:15]([C:18]([NH:20][CH2:21][C:22]([OH:24])=O)=[O:19])[CH2:14][CH2:13]2)[C:9]2[C:4](=[CH:5][C:6]([Cl:25])=[CH:7][CH:8]=2)[N:3]=1.[CH3:26][NH:27][CH3:28].CCN(C(C)C)C(C)C.CN(C(ON1N=NC2C=CC=NC1=2)=[N+](C)C)C.F[P-](F)(F)(F)(F)F. (3) Given the product [C:1]([N:15]([CH2:14][CH2:13][CH2:12][CH2:11][CH2:10][CH2:9][N:8]([O:7][CH3:6])[C:18](=[O:21])[CH:24]=[CH2:25])[O:16][CH3:17])(=[O:4])[CH:2]=[CH2:3], predict the reactants needed to synthesize it. The reactants are: [C:1](Cl)(=[O:4])[CH:2]=[CH2:3].[CH3:6][O:7][NH:8][CH2:9][CH2:10][CH2:11][CH2:12][CH2:13][CH2:14][NH:15][O:16][CH3:17].[C:18]([O-:21])([O-])=O.[Na+].[Na+].[CH2:24](OCC)[CH3:25]. (4) Given the product [C:44]([NH:1][C:2]1[CH:3]=[CH:4][C:5]2[O:9][C:8]([CH:10]([NH:17][C:18]3[CH:23]=[CH:22][C:21]([C:24]([N:26]([CH3:34])[CH2:27][CH2:28][C:29]([O:31][CH2:32][CH3:33])=[O:30])=[O:25])=[CH:20][CH:19]=3)[CH:11]3[CH2:12][CH2:13][CH2:14][CH2:15][CH2:16]3)=[C:7]([CH3:35])[C:6]=2[CH:36]=1)(=[O:46])[CH3:45], predict the reactants needed to synthesize it. The reactants are: [NH2:1][C:2]1[CH:3]=[CH:4][C:5]2[O:9][C:8]([CH:10]([NH:17][C:18]3[CH:23]=[CH:22][C:21]([C:24]([N:26]([CH3:34])[CH2:27][CH2:28][C:29]([O:31][CH2:32][CH3:33])=[O:30])=[O:25])=[CH:20][CH:19]=3)[CH:11]3[CH2:16][CH2:15][CH2:14][CH2:13][CH2:12]3)=[C:7]([CH3:35])[C:6]=2[CH:36]=1.C(N(CC)CC)C.[C:44](OC(=O)C)(=[O:46])[CH3:45].C(=O)([O-])O.[Na+]. (5) Given the product [F:1][C:2]1[CH:3]=[CH:4][C:5]([CH2:6][C:7]2[NH:8][C:9]([C:12]3[C:13]([OH:23])=[C:14]4[C:19](=[O:20])[N:18]([CH3:21])[CH2:17][CH2:16][N:15]4[CH:22]=3)=[N:10][N:11]=2)=[CH:25][CH:26]=1, predict the reactants needed to synthesize it. The reactants are: [F:1][C:2]1[CH:26]=[CH:25][C:5]([CH2:6][C:7]2[NH:8][C:9]([C:12]3[C:13]([O:23]C)=[C:14]4[C:19](=[O:20])[N:18]([CH3:21])[CH2:17][CH2:16][N:15]4[CH:22]=3)=[N:10][N:11]=2)=[CH:4][CH:3]=1.B(Br)(Br)Br. (6) Given the product [N:8]([CH:7]([CH2:9][CH:10]([CH3:11])[CH3:12])[C:6]([O:5][C:1]([CH3:4])([CH3:3])[CH3:2])=[O:13])=[C:15]=[O:17], predict the reactants needed to synthesize it. The reactants are: [C:1]([O:5][C:6](=[O:13])[C@H:7]([CH2:9][CH:10]([CH3:12])[CH3:11])[NH2:8])([CH3:4])([CH3:3])[CH3:2].Cl[C:15](Cl)([O:17]C(=O)OC(Cl)(Cl)Cl)Cl.C(N(CC)CC)C. (7) The reactants are: Cl[C:2]1[C:10]2[C:6](=[N:7][O:8][N:9]=2)[C:5]([N+:11]([O-:13])=[O:12])=[CH:4][CH:3]=1.[C:14]([N:21]1[CH2:26][CH2:25][NH:24][CH2:23][CH2:22]1)([O:16][C:17]([CH3:20])([CH3:19])[CH3:18])=[O:15]. Given the product [N+:11]([C:5]1[C:6]2=[N:7][O:8][N:9]=[C:10]2[C:2]([N:24]2[CH2:23][CH2:22][N:21]([C:14]([O:16][C:17]([CH3:20])([CH3:19])[CH3:18])=[O:15])[CH2:26][CH2:25]2)=[CH:3][CH:4]=1)([O-:13])=[O:12], predict the reactants needed to synthesize it. (8) Given the product [Cl:1][C:2]1[CH:3]=[C:4]([C:9]2[C:13]([CH2:14][OH:15])=[CH:12][O:11][N:10]=2)[CH:5]=[CH:6][C:7]=1[F:8], predict the reactants needed to synthesize it. The reactants are: [Cl:1][C:2]1[CH:3]=[C:4]([C:9]2[C:13]([C:14](OCC)=[O:15])=[CH:12][O:11][N:10]=2)[CH:5]=[CH:6][C:7]=1[F:8].[H-].C([Al+]CC(C)C)C(C)C.Cl. (9) Given the product [CH:27]1([C:25]([N:13]2[CH2:14][CH:15]([C:17]3[CH:22]=[CH:21][C:20]([CH2:23][CH3:24])=[CH:19][CH:18]=3)[CH2:16][CH:11]([NH:10][C:8]([C:5]3[CH:4]=[CH:3][C:2]([C:38]4[CH:37]=[CH:36][CH:35]=[C:34]([C:33]([F:44])([F:43])[F:32])[CH:39]=4)=[CH:7][N:6]=3)=[O:9])[CH2:12]2)=[O:26])[CH2:31][CH2:30][CH2:29][CH2:28]1, predict the reactants needed to synthesize it. The reactants are: Br[C:2]1[CH:3]=[CH:4][C:5]([C:8]([NH:10][CH:11]2[CH2:16][CH:15]([C:17]3[CH:22]=[CH:21][C:20]([CH2:23][CH3:24])=[CH:19][CH:18]=3)[CH2:14][N:13]([C:25]([CH:27]3[CH2:31][CH2:30][CH2:29][CH2:28]3)=[O:26])[CH2:12]2)=[O:9])=[N:6][CH:7]=1.[F:32][C:33]([F:44])([F:43])[C:34]1[CH:35]=[C:36](B(O)O)[CH:37]=[CH:38][CH:39]=1. (10) Given the product [OH:59][C@H:75]([C:73]1[CH:72]=[C:64]([CH:63]=[C:62]([C:61]([F:77])([F:78])[F:60])[CH:74]=1)[C:65]([O:67][C:68]([CH3:71])([CH3:70])[CH3:69])=[O:66])[CH2:76][OH:22], predict the reactants needed to synthesize it. The reactants are: CC[C@H]1[C@H]2C[C@H]([C@H](OC3C4C(=CC=CC=4)C(O[C@H](C4C=CN=C5C=4C=C(OC)C=C5)[C@@H]4N5C[C@H](CC)[C@@H](CC5)C4)=NN=3)C3C=CN=C4C=3C=C([O:22]C)C=C4)N(CC2)C1.[OH2:59].[F:60][C:61]([F:78])([F:77])[C:62]1[CH:63]=[C:64]([CH:72]=[C:73]([CH:75]=[CH2:76])[CH:74]=1)[C:65]([O:67][C:68]([CH3:71])([CH3:70])[CH3:69])=[O:66].S([O-])([O-])=O.[Na+].[Na+].